Dataset: Full USPTO retrosynthesis dataset with 1.9M reactions from patents (1976-2016). Task: Predict the reactants needed to synthesize the given product. Given the product [NH2:21][C:5]1[CH:4]=[C:3]([C:1]#[N:2])[CH:8]=[CH:7][C:6]=1[NH:9][C:10]1[CH:11]=[C:12]([CH:18]=[CH:19][CH:20]=1)[C:13]([O:15][CH2:16][CH3:17])=[O:14], predict the reactants needed to synthesize it. The reactants are: [C:1]([C:3]1[CH:8]=[CH:7][C:6]([NH:9][C:10]2[CH:11]=[C:12]([CH:18]=[CH:19][CH:20]=2)[C:13]([O:15][CH2:16][CH3:17])=[O:14])=[C:5]([N+:21]([O-])=O)[CH:4]=1)#[N:2].